Dataset: Experimentally validated miRNA-target interactions with 360,000+ pairs, plus equal number of negative samples. Task: Binary Classification. Given a miRNA mature sequence and a target amino acid sequence, predict their likelihood of interaction. (1) The miRNA is hsa-miR-664b-3p with sequence UUCAUUUGCCUCCCAGCCUACA. The protein sequence of the target gene is MDALKSAGRALIRSPSLAKQSWGGGGRHRKLPENWTDTRETLLEGMLFSLKYLGMTLVEQPKGEELSAAAIKRIVATAKASGKKLQKVTLKVSPRGIILTDNLTNQLIENVSIYRISYCTADKMHDKVFAYIAQSQHNQSLECHAFLCTKRKMAQAVTLTVAQAFKVAFEFWQVSKEEKEKRDKASQEGGDVLGARQDCTPSLKSLVATGNLLDLEETAKAPLSTVSANTTNMDEVPRPQALSGSSVVWELDDGLDEAFSRLAQSRTNPQVLDTGLTAQDMHYAQCLSPVDWDKPDSSGT.... Result: 0 (no interaction). (2) The miRNA is hsa-miR-4302 with sequence CCAGUGUGGCUCAGCGAG. The protein sequence of the target gene is MVCGIQEAAENYRKLFQEILNTSREKLEAAKSILTDEQERMAMIQEEEQNFKKMIESEYSMRLRLLNEECEQNLQRQQECISDLNLRETLLNQAIKLATELEEMFQEMLQRLGRVGRENMEKLKESEARASEQVRSLLKLIVELEKKCGEGTLALLKNAKYSLERSKSLLLEHLEPAHITDLSLCHIRGLSSMFRVLQRHLTLDPETAHPCLALSEDLRTMRLRHGQQDGAGNPERLDFSAMVLAAESFTSGRHYWEVDVEKATRWQVGIYHGSADAKGSTARASGEKVLLTGSVMGTEW.... Result: 0 (no interaction). (3) The miRNA is hsa-miR-5700 with sequence UAAUGCAUUAAAUUAUUGAAGG. The protein sequence of the target gene is MAASEAAVVSSPSLKTDTSPVLETAGTVAAMAATPSARAAAAVVAAAARTGSEARVSKAALATKLLSLSGVFAVHKPKGPTSAELLNRLKEKLLAEAGMPSPEWTKRKKQTLKIGHGGTLDSAARGVLVVGIGSGTKMLTSMLSGSKRYTAIGELGKATDTLDSTGRVTEEKPYDKITQEDIEGILQKFTGNIMQVPPLYSALKKDGQRLSTLMKRGEVVEAKPARPVTVYSISLQKFQPPFFTLDVECGGGFYIRSLVSDIGKELSSCANVLELTRTKQGPFTLEEHALPEDKWTIDDI.... Result: 1 (interaction). (4) The miRNA is hsa-miR-7515 with sequence AGAAGGGAAGAUGGUGAC. Result: 0 (no interaction). The protein sequence of the target gene is MRGQRSLLLGPARLCLRLLLLLGYRRRCPPLLRGLVQRWRYGKVCLRSLLYNSFGGSDTAVDAAFEPVYWLVDNVIRWFGVVFVVLVIVLTGSIVAIAYLCVLPLILRTYSVPRLCWHFFYSHWNLILIVFHYYQAITTPPGYPPQGRNDIATVSICKKCIYPKPARTHHCSICNRCVLKMDHHCPWLNNCVGHYNHRYFFSFCFFMTLGCVYCSYGSWDLFREAYAAIETYHQTPPPTFSFRERITHKSLVYLWFLCSSVALALGALTMWHAVLISRGETSIERHINKKERRRLQAKGR.... (5) The miRNA is hsa-miR-3910 with sequence AAAGGCAUAAAACCAAGACA. The protein sequence of the target gene is MAAAWMAPAQESVTFEDVAVTFTQEEWGQLDVTQRALYVEVMLETCGLLVALGDSTKPETVEPIPSHLALPEEVSLQEQLAQGVPRYSYLGQAMDQDGPSEMQEYFLRPGTDPQSEKLHGKMSLEHEGLATADGICSMMIQNQVSPEDALYGFDSYGPVTDSLIHEGENSYKFEEMFNENCFLVQHEQILPRVKPYDCPECGKAFGKSKHLLQHHIIHTGEKPYKCLECGKDFNRRSHLTRHQRTHNGDKPFVCSECGRTFNRGSHLTRHQRVHSGEKPFVCNECGKAFTYRSNFVLHNK.... Result: 1 (interaction). (6) The miRNA is hsa-miR-629-5p with sequence UGGGUUUACGUUGGGAGAACU. The protein sequence of the target gene is MAVSHLPTMVQESVTFKDVAILFTQEEWGQLSPAQRALYRDVMLENYSNLVSLGLLGPKPDTFSQLEKREVWMPEDTPGGFCLDWMTMPASKKSTVKAEIPEEELDQWTIKERFSSSSHWKCASLLEWQCGGQEISLQRVVLTHPNTPSQECDESGSTMSSSLHSDQSQGFQPSKNAFECSECGKVFSKSSTLNKHQKIHNEKNANQKIHIKEKRYECRECGKAFHQSTHLIHHQRIHTGEKPYECKECGKAFSVSSSLTYHQKIHTGEKPFECNLCGKAFIRNIHLAHHHRIHTGEKPF.... Result: 0 (no interaction). (7) The miRNA is mmu-miR-3057-5p with sequence AUUGGAGCUGAGAUUCUGCGGGAU. The protein sequence of the target gene is MAANCTSSWSLGESCNRPGLELPRSMASSETQLGNHDVDPEISHVNFRMFSCPKESDPIQALRKLTELCHLWLRPDLHTKEQILDMLVMEQFMISMPQELQVLVMMNGVQSCKDLEDLLRNNRRPKKWSVVTFHGKEYIVQDSDIEMAEAPSSVRDDLKDVSSQRASSVNQMRPGEGQAHRELQILPRVPALSRRQGEDFLLHKSIDVTGDPKSLRPKQTLEKDLKENREENPGLTSPEPQLPKSPTDLVRAKEGKDPPKIASVENVDADTPSACVVEREASTHSGNRGDALNLSSPKRS.... Result: 0 (no interaction). (8) The miRNA is hsa-miR-1468-3p with sequence AGCAAAAUAAGCAAAUGGAAAA. The protein sequence of the target gene is MSEKFDCHYCRDPLQGKKYVQKDGRHCCLKCFDKFCANTCVDCRKPISADAKEVHYKNRYWHDNCFRCAKCLHPLASETFVSKDGKILCNKCATREDSPRCKGCFKAIVAGDQNVEYKGTVWHKDCFTCSNCKQVIGTGSFFPKGEDFYCVTCHETKFAKHCVKCNKAITSGGITYQDQPWHAECFVCVTCSKKLAGQRFTAVEDQYYCVDCYKNFVAKKCAGCKNPITGFGKGSSVVAYEGQSWHDYCFHCKKCSVNLANKRFVFHNEQVYCPDCAKKL. Result: 0 (no interaction). (9) The miRNA is hsa-miR-575 with sequence GAGCCAGUUGGACAGGAGC. The protein sequence of the target gene is MAGVSFSGHRLELLAAYEEVIREESAADWALYTYEDGSDDLKLAASGEGGLQELSGHFENQKVMYGFCSVKDSQAALPKYVLINWVGEDVPDARKCACASHVAKVAEFFQGVDVIVNASSVEDIDAGAIGQRLSNGLARLSSPVLHRLRLREDENAEPVGTTYQKTDAAVEMKRINREQFWEQAKKEEELRKEEERKKALDERLRFEQERMEQERQEQEERERRYREREQQIEEHRRKQQTLEAEEAKRRLKEQSIFGDHRDEEEETHMKKSESEVEEAAAIIAQRPDNPREFFKQQERV.... Result: 1 (interaction).